The task is: Regression/Classification. Given a drug SMILES string, predict its absorption, distribution, metabolism, or excretion properties. Task type varies by dataset: regression for continuous measurements (e.g., permeability, clearance, half-life) or binary classification for categorical outcomes (e.g., BBB penetration, CYP inhibition). Dataset: cyp3a4_veith.. This data is from CYP3A4 inhibition data for predicting drug metabolism from PubChem BioAssay. (1) The drug is Cn1c(SCC(=O)N2CCCC2)nnc1-c1ccc(S(=O)(=O)N2CCCC2)cc1. The result is 0 (non-inhibitor). (2) The drug is CC(C)CNC(=S)NC1CC2CCC(C1)N2Cc1ccccc1. The result is 0 (non-inhibitor). (3) The molecule is CCCCN1C(=O)C(NC(=O)c2cccnc2)(C(F)(F)F)C2=C1CC(C)(C)CC2=O. The result is 1 (inhibitor). (4) The molecule is COc1ccc(NC(=O)N2CC[C@@]3(CCCN(C(=O)c4ccc(OC)cc4)C3)C2)cc1. The result is 1 (inhibitor). (5) The result is 0 (non-inhibitor). The compound is c1ccc([C@H](CCN2CCCC2)c2ccccn2)cc1. (6) The molecule is CC(C)(Oc1ccc(CCNC(=O)c2ccc(Cl)cc2)cc1)C(=O)O. The result is 0 (non-inhibitor).